Dataset: Kir2.1 potassium channel HTS with 301,493 compounds. Task: Binary Classification. Given a drug SMILES string, predict its activity (active/inactive) in a high-throughput screening assay against a specified biological target. The drug is O=C(c1c2c(n(c1)CC(=O)Nc1ccc(OC)cc1)cccc2)C. The result is 0 (inactive).